From a dataset of Reaction yield outcomes from USPTO patents with 853,638 reactions. Predict the reaction yield, written as a fraction of the theoretical maximum amount of product (1.0 means a 100% yield; for example, 0.34 means a 34% yield). (1) The reactants are [CH3:1][O:2][C:3]1[CH:4]=[C:5]2[C:10](=[CH:11][C:12]=1[O:13][CH3:14])[N:9]=[CH:8][CH:7]=[C:6]2[O:15][C:16]1[CH:17]=[C:18]2[C:23](=[CH:24][CH:25]=1)[C:22]([C:26](O)=[O:27])=[CH:21][CH:20]=[CH:19]2.[NH2:29][CH2:30][C:31]1[CH:46]=[CH:45][C:34]([C:35]([NH:37][C:38]2[CH:43]=[CH:42][CH:41]=[CH:40][C:39]=2[NH2:44])=[O:36])=[CH:33][CH:32]=1. No catalyst specified. The product is [NH2:44][C:39]1[CH:40]=[CH:41][CH:42]=[CH:43][C:38]=1[NH:37][C:35]([C:34]1[CH:33]=[CH:32][C:31]([CH2:30][NH:29][C:26]([C:22]2[C:23]3[C:18](=[CH:17][C:16]([O:15][C:6]4[C:5]5[C:10](=[CH:11][C:12]([O:13][CH3:14])=[C:3]([O:2][CH3:1])[CH:4]=5)[N:9]=[CH:8][CH:7]=4)=[CH:25][CH:24]=3)[CH:19]=[CH:20][CH:21]=2)=[O:27])=[CH:46][CH:45]=1)=[O:36]. The yield is 0.820. (2) The reactants are [Br:1][C:2]1[CH:3]=[CH:4][C:5]2[S:9](=[O:11])(=[O:10])[NH:8][CH:7]([CH3:12])[C:6]=2[CH:13]=1.Cl[CH2:15][C:16]([N:18]1[CH2:23][CH2:22][O:21][CH2:20][CH2:19]1)=[O:17].C([O-])([O-])=O.[K+].[K+]. The catalyst is CS(C)=O.[Cl-].[Na+].O. The product is [Br:1][C:2]1[CH:3]=[CH:4][C:5]2[S:9](=[O:10])(=[O:11])[N:8]([CH2:15][C:16]([N:18]3[CH2:23][CH2:22][O:21][CH2:20][CH2:19]3)=[O:17])[CH:7]([CH3:12])[C:6]=2[CH:13]=1. The yield is 0.610. (3) The reactants are [Cl:1][C:2]1[C:7]([O:8][CH3:9])=[CH:6][C:5](B(O)O)=[CH:4][CH:3]=1.Br[CH:14]=[C:15]1[C:21]2[CH:22]=[CH:23][CH:24]=[CH:25][C:20]=2[CH2:19][CH2:18][C:17]2[CH:26]=[CH:27][CH:28]=[CH:29][C:16]1=2. No catalyst specified. The product is [Cl:1][C:2]1[CH:3]=[CH:4][C:5]([CH:14]=[C:15]2[C:16]3[CH:29]=[CH:28][CH:27]=[CH:26][C:17]=3[CH2:18][CH2:19][C:20]3[CH:25]=[CH:24][CH:23]=[CH:22][C:21]2=3)=[CH:6][C:7]=1[O:8][CH3:9]. The yield is 0.230.